From a dataset of Reaction yield outcomes from USPTO patents with 853,638 reactions. Predict the reaction yield, written as a fraction of the theoretical maximum amount of product (1.0 means a 100% yield; for example, 0.34 means a 34% yield). (1) The reactants are [CH:1]([O:4][C:5]1[C:14]([CH3:15])=[C:13]2[C:8]([CH:9]=[CH:10][C:11]([CH3:16])=[N:12]2)=[CH:7][CH:6]=1)([CH3:3])[CH3:2].[Se](=O)=[O:18]. The catalyst is O1CCOCC1.O. The product is [CH:1]([O:4][C:5]1[C:14]([CH3:15])=[C:13]2[C:8]([CH:9]=[CH:10][C:11]([CH:16]=[O:18])=[N:12]2)=[CH:7][CH:6]=1)([CH3:3])[CH3:2]. The yield is 0.352. (2) The reactants are [Br:1][C:2]1[CH:3]=[C:4]([S:9]([NH:12][C:13]2[C:14]([OH:20])=[N:15][CH:16]=[C:17]([Cl:19])[CH:18]=2)(=[O:11])=[O:10])[CH:5]=[N:6][C:7]=1Cl.[CH3:21][OH:22]. No catalyst specified. The product is [Br:1][C:2]1[CH:3]=[C:4]([S:9]([NH:12][C:13]2[C:14]([OH:20])=[N:15][CH:16]=[C:17]([Cl:19])[CH:18]=2)(=[O:11])=[O:10])[CH:5]=[N:6][C:7]=1[O:22][CH3:21]. The yield is 0.320.